From a dataset of Catalyst prediction with 721,799 reactions and 888 catalyst types from USPTO. Predict which catalyst facilitates the given reaction. (1) Reactant: C([O:8][C:9]1[C:14]([Cl:15])=[CH:13][C:12]([C:16]([N:18]2[C:23]3[CH:24]=[CH:25][CH:26]=[C:27]([O:28][Si](C(C)(C)C)(C)C)[C:22]=3[O:21][CH2:20][CH2:19]2)=[O:17])=[CH:11][C:10]=1[Cl:36])C1C=CC=CC=1.FC(F)(F)C(O)=O. Product: [Cl:36][C:10]1[CH:11]=[C:12]([C:16]([N:18]2[C:23]3[CH:24]=[CH:25][CH:26]=[C:27]([OH:28])[C:22]=3[O:21][CH2:20][CH2:19]2)=[O:17])[CH:13]=[C:14]([Cl:15])[C:9]=1[OH:8]. The catalyst class is: 11. (2) Reactant: [CH3:1][N:2]([CH:10]1[CH2:14][CH2:13][NH:12][CH2:11]1)[C:3](=[O:9])[O:4][C:5]([CH3:8])([CH3:7])[CH3:6].C(N(CC)CC)C.Cl[C:23]1[CH:28]=[CH:27][C:26]([N+:29]([O-:31])=[O:30])=[CH:25][N:24]=1. Product: [CH3:1][N:2]([CH:10]1[CH2:14][CH2:13][N:12]([C:23]2[CH:28]=[CH:27][C:26]([N+:29]([O-:31])=[O:30])=[CH:25][N:24]=2)[CH2:11]1)[C:3](=[O:9])[O:4][C:5]([CH3:8])([CH3:6])[CH3:7]. The catalyst class is: 554. (3) Reactant: [CH2:1]([O:8][C:9]1[CH:14]=[CH:13][C:12]([NH:15][C:16]2[C:21]([C:22]([O:24]C)=[O:23])=[C:20]([C:26]([F:29])([F:28])[F:27])[CH:19]=[CH:18][N:17]=2)=[CH:11][CH:10]=1)[C:2]1[CH:7]=[CH:6][CH:5]=[CH:4][CH:3]=1.[OH-].[Na+]. Product: [CH2:1]([O:8][C:9]1[CH:10]=[CH:11][C:12]([NH:15][C:16]2[C:21]([C:22]([OH:24])=[O:23])=[C:20]([C:26]([F:29])([F:27])[F:28])[CH:19]=[CH:18][N:17]=2)=[CH:13][CH:14]=1)[C:2]1[CH:3]=[CH:4][CH:5]=[CH:6][CH:7]=1. The catalyst class is: 5. (4) Reactant: O/[N:2]=[C:3]1/[C:4](=O)[C:5]2[C:10]([CH2:11]/1)=[CH:9][CH:8]=[C:7]([O:12][CH3:13])[CH:6]=2.P(Cl)(Cl)(Cl)(Cl)[Cl:16].[ClH:21]. Product: [Cl:21][C:4]1[C:5]2[C:10](=[CH:9][CH:8]=[C:7]([O:12][CH3:13])[CH:6]=2)[CH:11]=[C:3]([Cl:16])[N:2]=1. The catalyst class is: 265.